From a dataset of Forward reaction prediction with 1.9M reactions from USPTO patents (1976-2016). Predict the product of the given reaction. (1) Given the reactants [C:9](O[C:9]([O:11][C:12]([CH3:15])([CH3:14])[CH3:13])=[O:10])(=[O:10])[O:11][C:12]([CH3:15])([CH3:14])[CH3:13].[NH2:16][CH:17]1[CH2:22][CH2:21][N:20]([C:23]([O:25][CH2:26][CH3:27])=[O:24])[CH2:19][CH2:18]1, predict the reaction product. The product is: [C:12]([O:11][C:9]([NH:16][CH:17]1[CH2:18][CH2:19][N:20]([C:23]([O:25][CH2:26][CH3:27])=[O:24])[CH2:21][CH2:22]1)=[O:10])([CH3:13])([CH3:14])[CH3:15]. (2) Given the reactants Cl[C:2]1[N:7]=[C:6]([C:8]2[CH:9]=[CH:10][C:11]([O:16][CH:17]3[CH2:22][CH2:21][O:20][CH2:19][CH2:18]3)=[C:12]([CH:15]=2)[C:13]#[N:14])[CH:5]=[CH:4][N:3]=1.[F:23][C:24]1[CH:25]=[C:26]([CH:28]=[CH:29][C:30]=1[N:31]1[CH2:36][CH2:35][O:34][CH2:33][CH2:32]1)[NH2:27], predict the reaction product. The product is: [F:23][C:24]1[CH:25]=[C:26]([NH:27][C:2]2[N:7]=[C:6]([C:8]3[CH:9]=[CH:10][C:11]([O:16][CH:17]4[CH2:22][CH2:21][O:20][CH2:19][CH2:18]4)=[C:12]([CH:15]=3)[C:13]#[N:14])[CH:5]=[CH:4][N:3]=2)[CH:28]=[CH:29][C:30]=1[N:31]1[CH2:32][CH2:33][O:34][CH2:35][CH2:36]1. (3) Given the reactants S([O-])([O-])=O.[Na+].[Na+].Cl[S:8]([C:11]1[C:12]([F:21])=[C:13]([C:17]([F:20])=[CH:18][CH:19]=1)[C:14]([OH:16])=[O:15])(=[O:10])=[O:9].S(=O)(=O)(O)O, predict the reaction product. The product is: [F:21][C:12]1[C:11]([S:8]([OH:10])=[O:9])=[CH:19][CH:18]=[C:17]([F:20])[C:13]=1[C:14]([OH:16])=[O:15]. (4) Given the reactants [Cl:1][C:2]1[CH:7]=[CH:6][C:5]([C:8]2[N:12]([C:13]3[CH:18]=[CH:17][CH:16]=[CH:15][C:14]=3[Cl:19])[N:11]=[C:10]([C:20]([OH:22])=O)[C:9]=2[OH:23])=[CH:4][CH:3]=1.[CH3:24][O:25][C:26]1[CH:33]=[CH:32][C:29]([CH2:30][NH2:31])=[CH:28][CH:27]=1, predict the reaction product. The product is: [CH3:24][O:25][C:26]1[CH:33]=[CH:32][C:29]([CH2:30][NH:31][C:20]([C:10]2[C:9]([OH:23])=[C:8]([C:5]3[CH:6]=[CH:7][C:2]([Cl:1])=[CH:3][CH:4]=3)[N:12]([C:13]3[CH:18]=[CH:17][CH:16]=[CH:15][C:14]=3[Cl:19])[N:11]=2)=[O:22])=[CH:28][CH:27]=1. (5) Given the reactants [OH:1][C:2]1[CH:26]=[CH:25][C:5]([CH2:6][N:7]2[CH2:11][CH2:10][N:9]([C@@H:12]([C:20]([CH3:23])([CH3:22])[CH3:21])[C:13]([O:15]C(C)(C)C)=[O:14])[C:8]2=[O:24])=[CH:4][CH:3]=1.FC(F)(F)C(O)=O, predict the reaction product. The product is: [OH:1][C:2]1[CH:3]=[CH:4][C:5]([CH2:6][N:7]2[CH2:11][CH2:10][N:9]([C@@H:12]([C:20]([CH3:21])([CH3:22])[CH3:23])[C:13]([OH:15])=[O:14])[C:8]2=[O:24])=[CH:25][CH:26]=1. (6) Given the reactants C[O:2][C:3]([C:5]1[S:9][C:8]([N:10]2[C:14]3[CH:15]=[C:16]([O:21][CH3:22])[C:17]([O:19][CH3:20])=[CH:18][C:13]=3[N:12]=[CH:11]2)=[N:7][C:6]=1Br)=[O:4].[C:24]1(B(O)O)[C:33]2[C:28](=[CH:29][CH:30]=[CH:31][CH:32]=2)[CH:27]=[CH:26][CH:25]=1, predict the reaction product. The product is: [CH3:20][O:19][C:17]1[C:16]([O:21][CH3:22])=[CH:15][C:14]2[N:10]([C:8]3[S:9][C:5]([C:3]([OH:2])=[O:4])=[C:6]([C:32]4[C:33]5[C:28](=[CH:27][CH:26]=[CH:25][CH:24]=5)[CH:29]=[CH:30][CH:31]=4)[N:7]=3)[CH:11]=[N:12][C:13]=2[CH:18]=1.